From a dataset of Full USPTO retrosynthesis dataset with 1.9M reactions from patents (1976-2016). Predict the reactants needed to synthesize the given product. (1) Given the product [CH3:14][NH:15][S:2]([C:5]1[CH:13]=[CH:12][C:8]([C:9]([OH:11])=[O:10])=[CH:7][CH:6]=1)(=[O:4])=[O:3], predict the reactants needed to synthesize it. The reactants are: Cl[S:2]([C:5]1[CH:13]=[CH:12][C:8]([C:9]([OH:11])=[O:10])=[CH:7][CH:6]=1)(=[O:4])=[O:3].[CH3:14][NH2:15]. (2) Given the product [CH3:15][O:14][N:13]=[C:11]1[CH2:10][C@@H:9]([C:16]([N:43]2[CH2:44][CH2:45][C:40]([OH:46])([C:34]3[CH:35]=[CH:36][CH:37]=[CH:38][CH:39]=3)[CH2:41][CH2:42]2)=[O:18])[N:8]([C:6](=[O:7])[C:28]2[CH:27]=[CH:26][C:25]([C:22]3[CH:21]=[CH:20][N:19]=[CH:24][CH:23]=3)=[CH:33][CH:32]=2)[CH2:12]1, predict the reactants needed to synthesize it. The reactants are: C(O[C:6]([N:8]1[CH2:12][C:11](=[N:13][O:14][CH3:15])[CH2:10][C@H:9]1[C:16]([OH:18])=O)=[O:7])(C)(C)C.[N:19]1[CH:24]=[CH:23][C:22]([C:25]2[CH:33]=[CH:32][C:28](C(O)=O)=[CH:27][CH:26]=2)=[CH:21][CH:20]=1.[C:34]1([C:40]2([OH:46])[CH2:45][CH2:44][NH:43][CH2:42][CH2:41]2)[CH:39]=[CH:38][CH:37]=[CH:36][CH:35]=1. (3) Given the product [CH2:87]([N:84]([CH2:85][CH3:86])[C:82]([C:81]1[CH:89]=[C:90]([C:93]2[CH:94]=[N:95][N:96]([CH2:98][CH2:99][CH2:100][OH:101])[CH:97]=2)[CH:91]=[CH:92][C:80]=1[NH:79][C:51]1[C:56]([C:57]([F:59])([F:58])[F:60])=[CH:55][N:54]=[C:53]([NH:61][C:62]2[CH:76]=[CH:75][C:65]([CH2:66][P:67](=[O:74])([O:68][CH2:69][CH3:70])[O:71][CH2:72][CH3:73])=[CH:64][C:63]=2[O:77][CH3:78])[N:52]=1)=[O:83])[CH3:88], predict the reactants needed to synthesize it. The reactants are: OCCCN1C=C(C2C=CC(NC3C(C(F)(F)F)=CN=C(NC4C=CC(CP(=O)(OCC)OCC)=CC=4OC)N=3)=C3C=2CN(C)C3=O)C=N1.Cl[C:51]1[C:56]([C:57]([F:60])([F:59])[F:58])=[CH:55][N:54]=[C:53]([NH:61][C:62]2[CH:76]=[CH:75][C:65]([CH2:66][P:67](=[O:74])([O:71][CH2:72][CH3:73])[O:68][CH2:69][CH3:70])=[CH:64][C:63]=2[O:77][CH3:78])[N:52]=1.[NH2:79][C:80]1[CH:92]=[CH:91][C:90]([C:93]2[CH:94]=[N:95][N:96]([CH2:98][CH2:99][CH2:100][OH:101])[CH:97]=2)=[CH:89][C:81]=1[C:82]([N:84]([CH2:87][CH3:88])[CH2:85][CH3:86])=[O:83]. (4) Given the product [CH3:10][N:2]([CH:1]1[CH2:25][CH2:26][N:27]([C:28]2[CH:30]=[CH:19][N:20]=[CH:21][N:22]=2)[CH2:31][CH2:33]1)[C:3](=[O:9])[O:4][C:5]([CH3:6])([CH3:7])[CH3:8], predict the reactants needed to synthesize it. The reactants are: [CH3:1][N:2]([CH2:10]C1CCNCC1)[C:3](=[O:9])[O:4][C:5]([CH3:8])([CH3:7])[CH3:6].Cl.Cl[C:19]1C=C[N:22]=[CH:21][N:20]=1.[CH3:25][CH2:26][N:27]([CH:31]([CH3:33])C)[CH:28]([CH3:30])C. (5) Given the product [CH:1]1([C:7]2[C:8]3[CH:9]=[CH:10][C:11]([C:24]([OH:26])=[O:25])=[CH:12][C:13]=3[N:14]3[CH2:23][CH2:22][C:21]4[CH:20]=[CH:19][CH:18]=[CH:17][C:16]=4[C:15]=23)[CH2:2][CH2:3][CH2:4][CH2:5][CH2:6]1, predict the reactants needed to synthesize it. The reactants are: [CH:1]1([C:7]2[C:8]3[CH:9]=[CH:10][C:11]([C:24]([O:26]C)=[O:25])=[CH:12][C:13]=3[N:14]3[CH2:23][CH2:22][C:21]4[CH:20]=[CH:19][CH:18]=[CH:17][C:16]=4[C:15]=23)[CH2:6][CH2:5][CH2:4][CH2:3][CH2:2]1.[OH-].[Na+].Cl.